From a dataset of Full USPTO retrosynthesis dataset with 1.9M reactions from patents (1976-2016). Predict the reactants needed to synthesize the given product. (1) The reactants are: [CH2:1]([O:5][C:6]1[N:14]=[C:13]2[C:9]([N:10]=[C:11]([O:25]C)[N:12]2[CH2:15][CH2:16][CH2:17][CH2:18][CH:19]2[CH2:24][CH2:23][CH2:22][NH:21][CH2:20]2)=[C:8]([NH2:27])[N:7]=1)[CH2:2][CH2:3][CH3:4].I[CH:29]1[CH2:33][CH2:32][CH2:31][CH2:30]1. Given the product [NH2:27][C:8]1[N:7]=[C:6]([O:5][CH2:1][CH2:2][CH2:3][CH3:4])[N:14]=[C:13]2[C:9]=1[NH:10][C:11](=[O:25])[N:12]2[CH2:15][CH2:16][CH2:17][CH2:18][CH:19]1[CH2:24][CH2:23][CH2:22][N:21]([CH:29]2[CH2:33][CH2:32][CH2:31][CH2:30]2)[CH2:20]1, predict the reactants needed to synthesize it. (2) Given the product [Si:1]([O:8][CH2:9][C@H:10]([O:12][C:13]1[CH:14]=[CH:15][CH:16]=[C:17]2[C:22]=1[N:21]=[C:20]([CH:23]=[O:25])[CH:19]=[CH:18]2)[CH3:11])([C:4]([CH3:6])([CH3:7])[CH3:5])([CH3:3])[CH3:2], predict the reactants needed to synthesize it. The reactants are: [Si:1]([O:8][CH2:9][C@H:10]([O:12][C:13]1[CH:14]=[CH:15][CH:16]=[C:17]2[C:22]=1[N:21]=[C:20]([CH3:23])[CH:19]=[CH:18]2)[CH3:11])([C:4]([CH3:7])([CH3:6])[CH3:5])([CH3:3])[CH3:2].[Se](=O)=[O:25]. (3) Given the product [Br:33][C:30]1[CH:31]=[CH:32][C:27]([N:22]2[CH2:21][C@@H:20]([CH2:19][O:18][Si:1]([C:14]([CH3:15])([CH3:16])[CH3:17])([C:8]3[CH:9]=[CH:10][CH:11]=[CH:12][CH:13]=3)[C:2]3[CH:7]=[CH:6][CH:5]=[CH:4][CH:3]=3)[O:24][C:23]2=[O:25])=[N:28][CH:29]=1, predict the reactants needed to synthesize it. The reactants are: [Si:1]([O:18][CH2:19][C@H:20]1[O:24][C:23](=[O:25])[NH:22][CH2:21]1)([C:14]([CH3:17])([CH3:16])[CH3:15])([C:8]1[CH:13]=[CH:12][CH:11]=[CH:10][CH:9]=1)[C:2]1[CH:7]=[CH:6][CH:5]=[CH:4][CH:3]=1.Br[C:27]1[CH:32]=[CH:31][C:30]([Br:33])=[CH:29][N:28]=1.C(=O)([O-])[O-].[Cs+].[Cs+].BrC1C=CC(N2CCOCC2=O)=NC=1. (4) Given the product [Br:1][C:2]1[CH:7]=[CH:6][C:5]([CH:8]([OH:15])[CH2:9][CH2:10][CH2:11][CH:12]([CH3:13])[CH3:14])=[CH:4][C:3]=1[CH3:16], predict the reactants needed to synthesize it. The reactants are: [Br:1][C:2]1[CH:7]=[CH:6][C:5]([C:8](=[O:15])[CH2:9][CH2:10][CH2:11][CH:12]([CH3:14])[CH3:13])=[CH:4][C:3]=1[CH3:16].[BH4-].[Na+]. (5) Given the product [CH2:8]([C:9]1[C:18]2[C:17](=[O:19])[N:16]([CH2:20][CH2:21][CH2:22][O:23][CH:24]=[O:25])[C:15](=[O:30])[N:14]([CH3:31])[C:13]=2[N:12]=[CH:11][C:10]=1[C:32]1[CH:33]=[CH:34][CH:35]=[CH:36][C:37]=1[CH:10]([CH3:32])[CH3:11])[CH2:5][CH:8]([CH3:9])[CH3:5], predict the reactants needed to synthesize it. The reactants are: ClC1C=C[C:5]([CH:8](O)[C:9]2[C:18]3[C:17](=[O:19])[N:16]([CH2:20][CH2:21][CH2:22][O:23][CH:24]4CCCC[O:25]4)[C:15](=[O:30])[N:14]([CH3:31])[C:13]=3[N:12]=[CH:11][C:10]=2[C:32]2[CH:37]=[CH:36][CH:35]=[C:34](OC(F)(F)F)[CH:33]=2)=NC=1. (6) Given the product [ClH:1].[CH:27]1([CH2:30][NH:2][C@@H:3]2[CH2:5][C@H:4]2[C:6]2[CH:11]=[CH:10][C:9]([NH:12][C:13](=[O:20])[C:14]3[CH:19]=[CH:18][CH:17]=[CH:16][CH:15]=3)=[C:8]([CH3:21])[CH:7]=2)[CH2:29][CH2:28]1, predict the reactants needed to synthesize it. The reactants are: [ClH:1].[NH2:2][C@@H:3]1[CH2:5][C@H:4]1[C:6]1[CH:11]=[CH:10][C:9]([NH:12][C:13](=[O:20])[C:14]2[CH:19]=[CH:18][CH:17]=[CH:16][CH:15]=2)=[C:8]([CH3:21])[CH:7]=1.C(=O)([O-])O.[Na+].[CH:27]1([CH:30]=O)[CH2:29][CH2:28]1.[BH4-].[Na+]. (7) Given the product [Cl:1][C:2]1[CH:7]=[C:6]([F:8])[C:5]([C:9]2[C:18]3[C:13](=[CH:14][C:15]([N:19]4[CH2:24][CH2:23][O:22][CH2:21][CH2:20]4)=[CH:16][CH:17]=3)[N:12]=[CH:11][N:10]=2)=[CH:4][C:3]=1[C:25]([C:27]1[N:28]=[N:29][C:30]([O:33][CH3:34])=[CH:31][CH:32]=1)=[O:26], predict the reactants needed to synthesize it. The reactants are: [Cl:1][C:2]1[CH:7]=[C:6]([F:8])[C:5]([C:9]2[C:18]3[C:13](=[CH:14][C:15]([N:19]4[CH2:24][CH2:23][O:22][CH2:21][CH2:20]4)=[CH:16][CH:17]=3)[N:12]=[CH:11][N:10]=2)=[CH:4][C:3]=1[CH:25]([C:27]1[N:28]=[N:29][C:30]([O:33][CH3:34])=[CH:31][CH:32]=1)[OH:26].S([O-])([O-])(=O)=S.[Na+].[Na+]. (8) Given the product [CH3:1][C@@H:2]1[CH2:7][N:6]([S:18]([CH3:17])(=[O:20])=[O:19])[CH2:5][CH2:4][N:3]1[C:8]([O:10][C:11]([CH3:13])([CH3:12])[CH3:14])=[O:9], predict the reactants needed to synthesize it. The reactants are: [CH3:1][C@@H:2]1[CH2:7][NH:6][CH2:5][CH2:4][N:3]1[C:8]([O:10][C:11]([CH3:14])([CH3:13])[CH3:12])=[O:9].[OH-].[Na+].[CH3:17][S:18](Cl)(=[O:20])=[O:19].Cl. (9) The reactants are: [NH2:1][C:2]1[N:7]=[C:6]([C:8]2[CH:13]=[C:12]([Cl:14])[CH:11]=[CH:10][C:9]=2[OH:15])[CH:5]=[C:4]([Cl:16])[N:3]=1.Br[CH2:18][C:19]1[CH:24]=[CH:23][CH:22]=[CH:21][CH:20]=1. Given the product [CH2:18]([O:15][C:9]1[CH:10]=[CH:11][C:12]([Cl:14])=[CH:13][C:8]=1[C:6]1[CH:5]=[C:4]([Cl:16])[N:3]=[C:2]([NH2:1])[N:7]=1)[C:19]1[CH:24]=[CH:23][CH:22]=[CH:21][CH:20]=1, predict the reactants needed to synthesize it. (10) Given the product [F:14][C:11]1[CH:12]=[C:13]2[C:8](=[CH:9][CH:10]=1)[O:7][C:6]([CH2:15][F:16])([CH2:17][F:18])[CH2:5][C@H:4]2[NH2:1], predict the reactants needed to synthesize it. The reactants are: [N:1]([C@H:4]1[C:13]2[C:8](=[CH:9][CH:10]=[C:11]([F:14])[CH:12]=2)[O:7][C:6]([CH2:17][F:18])([CH2:15][F:16])[CH2:5]1)=[N+]=[N-].